Dataset: Full USPTO retrosynthesis dataset with 1.9M reactions from patents (1976-2016). Task: Predict the reactants needed to synthesize the given product. (1) Given the product [Cl:1][C:2]1[CH:3]=[C:4]2[C:8](=[CH:9][CH:10]=1)[NH:7][CH:6]=[C:5]2[CH2:11][CH2:12][NH:13][C:14](=[O:23])[C:15]1[CH:20]=[CH:19][CH:18]=[C:17]([CH2:21][C:27]2[CH:28]=[CH:29][CH:30]=[CH:31][C:26]=2[O:25][CH3:24])[CH:16]=1, predict the reactants needed to synthesize it. The reactants are: [Cl:1][C:2]1[CH:3]=[C:4]2[C:8](=[CH:9][CH:10]=1)[NH:7][CH:6]=[C:5]2[CH2:11][CH2:12][NH:13][C:14](=[O:23])[C:15]1[CH:20]=[CH:19][CH:18]=[C:17]([CH2:21]Cl)[CH:16]=1.[CH3:24][O:25][C:26]1[CH:31]=[CH:30][CH:29]=[CH:28][C:27]=1B(O)O.C(=O)([O-])[O-].[Na+].[Na+].[I-].[Na+]. (2) Given the product [N:12]1[N:11]=[CH:10][N:8]2[CH:9]=[C:4]([NH2:1])[CH:5]=[CH:6][C:7]=12, predict the reactants needed to synthesize it. The reactants are: [N+:1]([C:4]1[CH:5]=[CH:6][C:7]2[N:8]([CH:10]=[N:11][N:12]=2)[CH:9]=1)([O-])=O. (3) Given the product [C:1]([C:5]1[CH:10]=[CH:9][C:8]([C:11]([Cl:27])([C:19]2[CH:24]=[CH:23][CH:22]=[CH:21][CH:20]=2)[C:13]2[NH:14][CH2:15][CH2:16][CH2:17][N:18]=2)=[CH:7][CH:6]=1)([CH3:4])([CH3:3])[CH3:2], predict the reactants needed to synthesize it. The reactants are: [C:1]([C:5]1[CH:10]=[CH:9][C:8]([C:11]([C:19]2[CH:24]=[CH:23][CH:22]=[CH:21][CH:20]=2)([C:13]2[NH:14][CH2:15][CH2:16][CH2:17][N:18]=2)O)=[CH:7][CH:6]=1)([CH3:4])([CH3:3])[CH3:2].O=S(Cl)[Cl:27].